From a dataset of Reaction yield outcomes from USPTO patents with 853,638 reactions. Predict the reaction yield, written as a fraction of the theoretical maximum amount of product (1.0 means a 100% yield; for example, 0.34 means a 34% yield). (1) The reactants are [CH2:1]([O:8][CH2:9][C@@H:10]1[CH2:14][C@@H:13]([S:15][C:16]([C:29]2[CH:34]=[CH:33][CH:32]=[CH:31][CH:30]=2)([C:23]2[CH:28]=[CH:27][CH:26]=[CH:25][CH:24]=2)[C:17]2[CH:22]=[CH:21][CH:20]=[CH:19][CH:18]=2)[CH2:12][NH:11]1)[C:2]1[CH:7]=[CH:6][CH:5]=[CH:4][CH:3]=1.C[Si]([N:39]=[C:40]=[O:41])(C)C. The catalyst is C(Cl)Cl.CN(C1C=CN=CC=1)C. The product is [CH2:1]([O:8][CH2:9][C@@H:10]1[CH2:14][C@@H:13]([S:15][C:16]([C:29]2[CH:34]=[CH:33][CH:32]=[CH:31][CH:30]=2)([C:23]2[CH:24]=[CH:25][CH:26]=[CH:27][CH:28]=2)[C:17]2[CH:18]=[CH:19][CH:20]=[CH:21][CH:22]=2)[CH2:12][N:11]1[C:40]([NH2:39])=[O:41])[C:2]1[CH:3]=[CH:4][CH:5]=[CH:6][CH:7]=1. The yield is 0.470. (2) The reactants are [O:1]1[C:5]2[CH:6]=[CH:7][C:8]([CH2:10][C:11](=[N:13][NH:14][C:15](=[S:17])[NH2:16])[CH3:12])=[CH:9][C:4]=2[O:3][CH2:2]1.Br[CH2:19][C:20]([C:22]1[CH:27]=[CH:26][CH:25]=[CH:24][CH:23]=1)=O. The catalyst is C1COCC1. The product is [O:1]1[C:5]2[CH:6]=[CH:7][C:8]([CH2:10][C:11](=[N:13][NH:14][C:15]3[S:17][CH:19]=[C:20]([C:22]4[CH:27]=[CH:26][CH:25]=[CH:24][CH:23]=4)[N:16]=3)[CH3:12])=[CH:9][C:4]=2[O:3][CH2:2]1. The yield is 0.780. (3) The reactants are [CH3:1]C(C)([O-])C.[K+].[C:7]([O:10][CH2:11][C:12]([C:14]1[CH:19]=[CH:18][C:17]([C:20]([CH3:23])([CH3:22])[CH3:21])=[CH:16][CH:15]=1)=O)(=[O:9])[CH3:8]. The catalyst is [Br-].C[P+](C1C=CC=CC=1)(C1C=CC=CC=1)C1C=CC=CC=1.C1COCC1. The product is [C:7]([O:10][CH2:11][C:12]([C:14]1[CH:19]=[CH:18][C:17]([C:20]([CH3:23])([CH3:22])[CH3:21])=[CH:16][CH:15]=1)=[CH2:1])(=[O:9])[CH3:8]. The yield is 0.770. (4) The reactants are [CH3:1]/[C:2](/[CH2:6][CH2:7][CH:8]=[C:9]([CH3:11])[CH3:10])=[CH:3]\[CH:4]=[O:5].[CH2:12]1COC[CH2:13]1. No catalyst specified. The product is [CH3:1]/[C:2](/[CH2:6][CH2:7][CH:8]=[C:9]([CH3:11])[CH3:10])=[CH:3]\[CH:4]([OH:5])[CH2:12][CH3:13]. The yield is 0.930. (5) The yield is 0.340. The product is [CH3:1][C:2]([CH3:19])([CH3:18])[CH2:3][CH2:4][C:5]1[C:13]2[O:12][CH:11]([CH2:14][NH2:15])[CH2:10][C:9]=2[CH:8]=[CH:7][CH:6]=1. The reactants are [CH3:1][C:2]([CH3:19])([CH3:18])/[CH:3]=[CH:4]/[C:5]1[C:13]2[O:12][CH:11]([CH2:14][N:15]=[N+]=[N-])[CH2:10][C:9]=2[CH:8]=[CH:7][CH:6]=1. The catalyst is [Pd]. (6) The reactants are [CH3:1][N:2]([CH3:25])[CH2:3][CH2:4][NH:5][C:6]([C:8]1[CH:17]=[C:16]2[C:11]([C:12]([N:19]3[CH2:24][CH2:23][O:22][CH2:21][CH2:20]3)=[N:13][C:14](Cl)=[N:15]2)=[CH:10][CH:9]=1)=[O:7].[CH3:26][N:27]([CH3:55])[C:28](=[O:54])[C:29]1[CH:34]=[CH:33][C:32]([NH:35][C:36]([NH:38][C:39]2[CH:44]=[CH:43][C:42](B3OC(C)(C)C(C)(C)O3)=[CH:41][CH:40]=2)=[O:37])=[CH:31][CH:30]=1.C(=O)([O-])[O-].[Cs+].[Cs+].C(O)(C(F)(F)F)=O. The catalyst is O.C(#N)C.Cl[Pd](Cl)([P](C1C=CC=CC=1)(C1C=CC=CC=1)C1C=CC=CC=1)[P](C1C=CC=CC=1)(C1C=CC=CC=1)C1C=CC=CC=1.CN(C=O)C. The product is [CH3:1][N:2]([CH3:25])[CH2:3][CH2:4][NH:5][C:6]([C:8]1[CH:17]=[C:16]2[C:11]([C:12]([N:19]3[CH2:24][CH2:23][O:22][CH2:21][CH2:20]3)=[N:13][C:14]([C:42]3[CH:41]=[CH:40][C:39]([NH:38][C:36]([NH:35][C:32]4[CH:33]=[CH:34][C:29]([C:28](=[O:54])[N:27]([CH3:26])[CH3:55])=[CH:30][CH:31]=4)=[O:37])=[CH:44][CH:43]=3)=[N:15]2)=[CH:10][CH:9]=1)=[O:7]. The yield is 0.100. (7) The reactants are [CH:1]1([NH:5][C:6]2[CH:13]=[C:12]([N:14]3[C:22]4[CH2:21][C:20]([CH3:24])([CH3:23])[CH2:19][C:18](=[O:25])[C:17]=4[C:16]([CH2:26][CH3:27])=[N:15]3)[CH:11]=[C:10]([F:28])[C:7]=2[C:8]#[N:9])[CH2:4][CH2:3][CH2:2]1.[OH:29]O.[OH-].[Na+]. The catalyst is C(O)C.CS(C)=O. The product is [CH:1]1([NH:5][C:6]2[CH:13]=[C:12]([N:14]3[C:22]4[CH2:21][C:20]([CH3:24])([CH3:23])[CH2:19][C:18](=[O:25])[C:17]=4[C:16]([CH2:26][CH3:27])=[N:15]3)[CH:11]=[C:10]([F:28])[C:7]=2[C:8]([NH2:9])=[O:29])[CH2:2][CH2:3][CH2:4]1. The yield is 0.940. (8) The reactants are [CH3:1][O:2][C:3]1[CH:11]=[C:10]2[C:6]([C:7]([C:12]#[N:13])=[CH:8][NH:9]2)=[CH:5][CH:4]=1.[CH3:14][C:15]([O:18][C:19](O[C:19]([O:18][C:15]([CH3:17])([CH3:16])[CH3:14])=[O:20])=[O:20])([CH3:17])[CH3:16].O. The catalyst is C(Cl)Cl.CN(C1C=CN=CC=1)C. The product is [C:15]([O:18][C:19]([N:9]1[C:10]2[C:6](=[CH:5][CH:4]=[C:3]([O:2][CH3:1])[CH:11]=2)[C:7]([C:12]#[N:13])=[CH:8]1)=[O:20])([CH3:17])([CH3:16])[CH3:14]. The yield is 0.860. (9) The reactants are FC(F)(F)C([NH:5][CH2:6][CH2:7][CH2:8][C:9]1[C:10]([NH2:25])=[N:11][C:12](=[O:24])[N:13]([CH:23]=1)[C@@H:14]1[O:22][C@H:19]([CH2:20][OH:21])[C@@H:17]([OH:18])[C@H:15]1[OH:16])=O.[OH-].[NH4+]. The catalyst is O. The product is [NH2:5][CH2:6][CH2:7][CH2:8][C:9]1[C:10]([NH2:25])=[N:11][C:12](=[O:24])[N:13]([CH:23]=1)[C@@H:14]1[O:22][C@H:19]([CH2:20][OH:21])[C@@H:17]([OH:18])[C@H:15]1[OH:16]. The yield is 0.980. (10) The reactants are O.NN.[Cl:4][C:5]1[CH:10]=[CH:9][C:8]([CH:11]([NH:25][C:26]([C:28]2([NH:43][C:44](=[O:50])[O:45][C:46]([CH3:49])([CH3:48])[CH3:47])[CH2:33][CH2:32][N:31]([C:34]3[C:35]4[CH:42]=[CH:41][NH:40][C:36]=4[N:37]=[CH:38][N:39]=3)[CH2:30][CH2:29]2)=[O:27])[CH2:12][CH2:13][N:14]2C(=O)C3C(=CC=CC=3)C2=O)=[CH:7][CH:6]=1. The catalyst is C(O)C. The product is [NH2:14][CH2:13][CH2:12][CH:11]([NH:25][C:26]([C:28]1([NH:43][C:44](=[O:50])[O:45][C:46]([CH3:48])([CH3:47])[CH3:49])[CH2:29][CH2:30][N:31]([C:34]2[C:35]3[CH:42]=[CH:41][NH:40][C:36]=3[N:37]=[CH:38][N:39]=2)[CH2:32][CH2:33]1)=[O:27])[C:8]1[CH:7]=[CH:6][C:5]([Cl:4])=[CH:10][CH:9]=1. The yield is 0.445.